Dataset: Peptide-MHC class II binding affinity with 134,281 pairs from IEDB. Task: Regression. Given a peptide amino acid sequence and an MHC pseudo amino acid sequence, predict their binding affinity value. This is MHC class II binding data. (1) The peptide sequence is DVVPEKYTIGATYAP. The MHC is DRB1_1602 with pseudo-sequence DRB1_1602. The binding affinity (normalized) is 0.376. (2) The peptide sequence is LYKGVYELQTLELNM. The MHC is H-2-IAb with pseudo-sequence H-2-IAb. The binding affinity (normalized) is 0.0248. (3) The peptide sequence is VNWEVIIMDEAHFLDHHHHHH. The MHC is DRB1_0301 with pseudo-sequence DRB1_0301. The binding affinity (normalized) is 0.657. (4) The peptide sequence is HVQDCDESVLTRLEA. The MHC is DRB1_0301 with pseudo-sequence DRB1_0301. The binding affinity (normalized) is 0.513. (5) The peptide sequence is SILKWHLHKVVEVPI. The MHC is DRB1_1302 with pseudo-sequence DRB1_1302. The binding affinity (normalized) is 0.156. (6) The peptide sequence is QKLIEDINASFRAAM. The MHC is DRB1_1001 with pseudo-sequence DRB1_1001. The binding affinity (normalized) is 0.513.